Dataset: Reaction yield outcomes from USPTO patents with 853,638 reactions. Task: Predict the reaction yield, written as a fraction of the theoretical maximum amount of product (1.0 means a 100% yield; for example, 0.34 means a 34% yield). (1) The reactants are [Cl:1][C:2]1[N:7]=[C:6](Cl)[CH:5]=[CH:4][N:3]=1.[CH:9]1(B(O)O)[CH2:11][CH2:10]1.P([O-])([O-])([O-])=O.[K+].[K+].[K+].C1COCC1. The catalyst is CCOC(C)=O. The product is [Cl:1][C:2]1[N:7]=[C:6]([CH:9]2[CH2:11][CH2:10]2)[CH:5]=[CH:4][N:3]=1. The yield is 0.580. (2) The reactants are [Br:1][C:2]1[CH:3]=[CH:4][C:5](=[O:8])[NH:6][CH:7]=1.[CH:9]1(Br)[CH2:13][CH2:12][CH2:11][CH2:10]1. The catalyst is C1(C)C=CC=CC=1. The product is [Br:1][C:2]1[CH:3]=[CH:4][C:5]([O:8][CH:9]2[CH2:13][CH2:12][CH2:11][CH2:10]2)=[N:6][CH:7]=1. The yield is 0.920. (3) The reactants are Cl[C:2]1[C:7]([CH:8]=[O:9])=[C:6]([N:10]2[CH2:23][CH2:22][N:13]3[C:14]4[CH2:15][CH2:16][CH2:17][CH2:18][C:19]=4[C:20]([F:21])=[C:12]3[C:11]2=[O:24])[N:5]=[CH:4][CH:3]=1.[CH3:25][N:26]1[CH:31]=[C:30](B2OC(C)(C)C(C)(C)O2)[CH:29]=[C:28]([NH:41][C:42]2[CH:47]=[CH:46][C:45]([N:48]3[CH2:53][CH2:52][N:51]([CH:54]4[CH2:57][O:56][CH2:55]4)[CH2:50][CH2:49]3)=[CH:44][N:43]=2)[C:27]1=[O:58].CC(O[Na])=O.[O-]P([O-])([O-])=O.[K+].[K+].[K+]. The catalyst is CC#N.O.C1C=CC(P(C2C=CC=CC=2)[C-]2C=CC=C2)=CC=1.C1C=CC(P(C2C=CC=CC=2)[C-]2C=CC=C2)=CC=1.Cl[Pd]Cl.[Fe+2]. The product is [F:21][C:20]1[C:19]2[CH2:18][CH2:17][CH2:16][CH2:15][C:14]=2[N:13]2[CH2:22][CH2:23][N:10]([C:6]3[N:5]=[CH:4][CH:3]=[C:2]([C:30]4[CH:29]=[C:28]([NH:41][C:42]5[CH:47]=[CH:46][C:45]([N:48]6[CH2:53][CH2:52][N:51]([CH:54]7[CH2:55][O:56][CH2:57]7)[CH2:50][CH2:49]6)=[CH:44][N:43]=5)[C:27](=[O:58])[N:26]([CH3:25])[CH:31]=4)[C:7]=3[CH:8]=[O:9])[C:11](=[O:24])[C:12]=12. The yield is 0.550. (4) The reactants are [F:1][C:2]([F:22])([F:21])[C:3]1[CH:20]=[CH:19][C:6]([CH2:7][NH:8][C:9](=[O:18])[C:10]2[CH:15]=[CH:14][CH:13]=[C:12]([OH:16])[C:11]=2[NH2:17])=[CH:5][CH:4]=1.Cl[CH2:24][C:25](Cl)=[O:26].C([O-])([O-])=O.[K+].[K+]. The catalyst is CN(C=O)C. The product is [F:1][C:2]([F:21])([F:22])[C:3]1[CH:20]=[CH:19][C:6]([CH2:7][NH:8][C:9]([C:10]2[C:11]3[NH:17][C:25](=[O:26])[CH2:24][O:16][C:12]=3[CH:13]=[CH:14][CH:15]=2)=[O:18])=[CH:5][CH:4]=1. The yield is 0.440. (5) The reactants are [F:1][C:2]1[CH:3]=[C:4]([Mg]Br)[CH:5]=[CH:6][CH:7]=1.[Si:10]([O:17][C@@H:18]([CH2:22]Cl)[CH2:19][C:20]#[N:21])([C:13]([CH3:16])([CH3:15])[CH3:14])([CH3:12])[CH3:11].COCCOC.[OH-].[Na+]. The catalyst is CC(OC)(C)C.[Cl-].[Na+].O.CCO. The product is [Si:10]([O:17][C@@H:18]1[CH2:19][C:20]([C:4]2[CH:5]=[CH:6][CH:7]=[C:2]([F:1])[CH:3]=2)=[N:21][CH2:22]1)([C:13]([CH3:16])([CH3:15])[CH3:14])([CH3:12])[CH3:11]. The yield is 1.07. (6) The product is [Br:19][C:9]1[CH:8]=[N:7][C:6]([OH:10])=[C:5]2[O:11][C:2]([Cl:1])=[CH:3][C:4]=12. The catalyst is CN(C=O)C. The reactants are [Cl:1][C:2]1[O:11][C:5]2=[C:6]([OH:10])[N:7]=[CH:8][CH:9]=[C:4]2[CH:3]=1.C1C(=O)N([Br:19])C(=O)C1. The yield is 0.870.